Predict the reaction yield, written as a fraction of the theoretical maximum amount of product (1.0 means a 100% yield; for example, 0.34 means a 34% yield). From a dataset of Reaction yield outcomes from USPTO patents with 853,638 reactions. (1) The reactants are [F:1][C:2]1[CH:7]=[CH:6][C:5]([C:8]2[N:12]([CH3:13])[N:11]=[CH:10][C:9]=2[CH:14]=O)=[CH:4][CH:3]=1.[H-].[Na+].C(OP([CH2:26][C:27]([O:29]CC)=[O:28])(OCC)=O)C.CN(C)C=O. The catalyst is O. The product is [F:1][C:2]1[CH:3]=[CH:4][C:5]([C:8]2[N:12]([CH3:13])[N:11]=[CH:10][C:9]=2/[CH:14]=[CH:26]/[C:27]([OH:29])=[O:28])=[CH:6][CH:7]=1. The yield is 0.840. (2) The reactants are O1CCOCC1.Br.[Cl:8][C:9]1[CH:14]=[CH:13][C:12](/[C:15](/[C:23]2[CH:28]=[CH:27][C:26]([CH:29]3[CH2:31][CH2:30]3)=[C:25]([O:32]C)[N:24]=2)=[CH:16]\[C@@H:17]2[NH:21][C:20](=[O:22])[CH2:19][CH2:18]2)=[CH:11][CH:10]=1. The catalyst is O. The product is [Cl:8][C:9]1[CH:10]=[CH:11][C:12](/[C:15](/[C:23]2[NH:24][C:25](=[O:32])[C:26]([CH:29]3[CH2:31][CH2:30]3)=[CH:27][CH:28]=2)=[CH:16]\[C@H:17]2[CH2:18][CH2:19][C:20](=[O:22])[NH:21]2)=[CH:13][CH:14]=1. The yield is 0.680. (3) The reactants are [NH2:1][C:2]1[C:7]([C:8]([F:11])([F:10])[F:9])=[CH:6][CH:5]=[CH:4][N:3]=1.[Br:12]N1C(=O)CCC1=O. The catalyst is CN(C=O)C. The product is [Br:12][C:5]1[CH:6]=[C:7]([C:8]([F:9])([F:11])[F:10])[C:2]([NH2:1])=[N:3][CH:4]=1. The yield is 0.880. (4) The reactants are [NH2:1][C:2]1[N:7]=[C:6]([N:8]2[CH2:13][CH2:12][N:11]([C:14]([O:16][C:17]([CH3:20])([CH3:19])[CH3:18])=[O:15])[CH2:10][CH2:9]2)[CH:5]=[CH:4]C=1.C1C(=O)N([Cl:28])C(=O)C1.CCOC(C)=O.[C:35]([Cl:39])(Cl)(Cl)Cl. The catalyst is C(Cl)Cl. The product is [NH2:1][C:2]1[N:7]=[C:6]([N:8]2[CH2:13][CH2:12][N:11]([C:14]([O:16][C:17]([CH3:20])([CH3:19])[CH3:18])=[O:15])[CH2:10][CH2:9]2)[C:5]([Cl:28])=[CH:4][C:35]=1[Cl:39]. The yield is 0.265. (5) The reactants are [CH:1]1([C:6]2[NH:14][C:13]3[C:12](=[O:15])[N:11]([CH2:16][CH2:17][CH3:18])[C:10](Cl)=[N:9][C:8]=3[N:7]=2)[CH2:5][CH2:4][CH2:3][CH2:2]1.[NH2:20][C:21]1[CH:26]=[CH:25][CH:24]=[CH:23][CH:22]=1.O. The catalyst is CN1CCCC1=O. The product is [CH:1]1([C:6]2[NH:14][C:13]3[C:12](=[O:15])[N:11]([CH2:16][CH2:17][CH3:18])[C:10]([NH:20][C:21]4[CH:26]=[CH:25][CH:24]=[CH:23][CH:22]=4)=[N:9][C:8]=3[N:7]=2)[CH2:5][CH2:4][CH2:3][CH2:2]1. The yield is 0.470. (6) The catalyst is CO. The product is [CH3:3][N:7]1[CH2:12][CH2:11][O:10][CH:9]([C:13]2[CH:18]=[CH:17][C:16]([OH:19])=[CH:15][CH:14]=2)[CH2:8]1. The reactants are C=O.[C:3](O)(=O)C.[NH:7]1[CH2:12][CH2:11][O:10][CH:9]([C:13]2[CH:18]=[CH:17][C:16]([OH:19])=[CH:15][CH:14]=2)[CH2:8]1. The yield is 0.930.